From a dataset of Peptide-MHC class I binding affinity with 185,985 pairs from IEDB/IMGT. Regression. Given a peptide amino acid sequence and an MHC pseudo amino acid sequence, predict their binding affinity value. This is MHC class I binding data. (1) The peptide sequence is QVPLRPMTSK. The MHC is HLA-B07:02 with pseudo-sequence HLA-B07:02. The binding affinity (normalized) is 0.116. (2) The peptide sequence is EVNAHIHTM. The MHC is HLA-B58:01 with pseudo-sequence HLA-B58:01. The binding affinity (normalized) is 0.0847. (3) The peptide sequence is FLLRRWGGT. The MHC is HLA-A02:01 with pseudo-sequence HLA-A02:01. The binding affinity (normalized) is 0.297. (4) The peptide sequence is YSHGTGTGY. The MHC is HLA-B08:02 with pseudo-sequence HLA-B08:02. The binding affinity (normalized) is 0.0847.